Dataset: Reaction yield outcomes from USPTO patents with 853,638 reactions. Task: Predict the reaction yield, written as a fraction of the theoretical maximum amount of product (1.0 means a 100% yield; for example, 0.34 means a 34% yield). (1) The reactants are Cl[CH2:2][C:3]1[NH:7][N:6]=[N:5][N:4]=1.[CH2:8]([N:15]1[C:23]2[C:18](=[CH:19][CH:20]=[CH:21][CH:22]=2)[C:17]([CH2:24][CH2:25][CH2:26][CH2:27][CH3:28])=[C:16]1[C:29]1[CH:30]=[C:31]2[C:36](=[CH:37][CH:38]=1)[CH:35]=[C:34]([OH:39])[CH:33]=[CH:32]2)[C:9]1[CH:14]=[CH:13][CH:12]=[CH:11][CH:10]=1.O1CCCCC1.C(=O)([O-])[O-].[Cs+].[Cs+]. The catalyst is CC(C)=O.C1(C)C=CC=CC=1. The product is [CH2:8]([N:15]1[C:23]2[C:18](=[CH:19][CH:20]=[CH:21][CH:22]=2)[C:17]([CH2:24][CH2:25][CH2:26][CH2:27][CH3:28])=[C:16]1[C:29]1[CH:38]=[CH:37][C:36]2[C:31](=[CH:32][CH:33]=[C:34]([O:39][CH2:2][C:3]3[NH:7][N:6]=[N:5][N:4]=3)[CH:35]=2)[CH:30]=1)[C:9]1[CH:10]=[CH:11][CH:12]=[CH:13][CH:14]=1. The yield is 0.700. (2) The yield is 0.710. The reactants are [N+](C1C=CC(O[C:11]([N:13]2[CH2:18][CH2:17][N:16]([C:19]([O:21][C:22]([CH3:25])([CH3:24])[CH3:23])=[O:20])[CH2:15][CH2:14]2)=[O:12])=CC=1)([O-])=O.[CH3:26][O:27][CH2:28][CH2:29][NH:30][CH3:31]. The catalyst is C1COCC1. The product is [C:22]([O:21][C:19]([N:16]1[CH2:15][CH2:14][N:13]([C:11](=[O:12])[N:30]([CH2:29][CH2:28][O:27][CH3:26])[CH3:31])[CH2:18][CH2:17]1)=[O:20])([CH3:23])([CH3:24])[CH3:25].